This data is from Forward reaction prediction with 1.9M reactions from USPTO patents (1976-2016). The task is: Predict the product of the given reaction. (1) Given the reactants [F-].C([N+](CCCC)(CCCC)CCCC)CCC.[CH2:19]([N:26]1[CH:31]([CH2:32][O:33][Si](CC(C)(C)C)(C)C)[CH2:30][O:29][C:28]([CH3:43])([CH3:42])[C:27]1=[O:44])[C:20]1[CH:25]=[CH:24][CH:23]=[CH:22][CH:21]=1, predict the reaction product. The product is: [CH2:19]([N:26]1[CH:31]([CH2:32][OH:33])[CH2:30][O:29][C:28]([CH3:42])([CH3:43])[C:27]1=[O:44])[C:20]1[CH:21]=[CH:22][CH:23]=[CH:24][CH:25]=1. (2) Given the reactants [F:1][C:2]1[CH:7]=[CH:6][CH:5]=[C:4]([F:8])[C:3]=1[C:9]1[C:17]2[O:16][CH:15]([CH2:18][OH:19])[CH2:14][C:13]=2[CH:12]=[CH:11][CH:10]=1.[C:20]1([CH3:30])[CH:25]=[CH:24][C:23]([S:26](Cl)(=[O:28])=[O:27])=[CH:22][CH:21]=1.CC1C=CC(S(OCC2CC3C(C(F)(F)F)=CC=C(Cl)C=3O2)(=O)=O)=CC=1, predict the reaction product. The product is: [CH3:30][C:20]1[CH:25]=[CH:24][C:23]([S:26]([O:19][CH2:18][CH:15]2[CH2:14][C:13]3[CH:12]=[CH:11][CH:10]=[C:9]([C:3]4[C:4]([F:8])=[CH:5][CH:6]=[CH:7][C:2]=4[F:1])[C:17]=3[O:16]2)(=[O:28])=[O:27])=[CH:22][CH:21]=1.